Task: Predict the product of the given reaction.. Dataset: Forward reaction prediction with 1.9M reactions from USPTO patents (1976-2016) (1) Given the reactants [C:1]([O:5][C:6]([C:8]1(C(O)=O)[CH2:10][CH:9]1[CH2:11][CH3:12])=[O:7])([CH3:4])([CH3:3])[CH3:2].C([N:18]([CH2:21]C)CC)C.C1C=CC(P(N=[N+]=[N-])(C2C=CC=CC=2)=[O:30])=CC=1.[CH3:40][Si:41]([CH3:46])([CH3:45])[CH2:42][CH2:43][OH:44], predict the reaction product. The product is: [C:1]([O:5][C:6]([C@:8]1([NH:18][C:21]([O:44][CH2:43][CH2:42][Si:41]([CH3:46])([CH3:45])[CH3:40])=[O:30])[CH2:10][C@@H:9]1[CH2:11][CH3:12])=[O:7])([CH3:2])([CH3:3])[CH3:4]. (2) Given the reactants [CH2:1]([C:3]([C:12]1[CH:17]=[CH:16][C:15]([CH2:18]O)=[C:14]([CH3:20])[CH:13]=1)([C:6]1[S:7][CH:8]=[C:9]([CH3:11])[CH:10]=1)[CH2:4][CH3:5])[CH3:2].P(Br)(Br)[Br:22], predict the reaction product. The product is: [Br-:22].[CH2:1]([C:3]([C:12]1[CH:17]=[CH:16][C:15]([CH3:18])=[C:14]([CH3:20])[CH:13]=1)([C:6]1[S:7][CH:8]=[C:9]([CH3:11])[CH:10]=1)[CH2:4][CH3:5])[CH3:2]. (3) Given the reactants [CH2:1]1[C:14]2[C:13]3[CH:12]=[CH:11][CH:10]=[CH:9][C:8]=3[NH:7][C:6]=2[CH:5]([C:15]([O:17][CH2:18][CH3:19])=[O:16])[CH2:4][NH:3][CH2:2]1.[C:20]1(B(O)O)[CH:25]=[CH:24][CH:23]=[CH:22][CH:21]=1.N1C=CC=CC=1, predict the reaction product. The product is: [CH2:18]([O:17][C:15]([CH:5]1[C:6]2[NH:7][C:8]3[CH:9]=[CH:10][CH:11]=[CH:12][C:13]=3[C:14]=2[CH2:1][CH2:2][N:3]([C:20]2[CH:25]=[CH:24][CH:23]=[CH:22][CH:21]=2)[CH2:4]1)=[O:16])[CH3:19]. (4) Given the reactants [CH3:1][C:2]1([CH3:14])[C:10]2[C:5](=[CH:6][C:7]([N+:11]([O-:13])=[O:12])=[CH:8][CH:9]=2)[NH:4][CH2:3]1.C(N(CC)CC)C.[CH3:22][C:23]([O:26][C:27](O[C:27]([O:26][C:23]([CH3:25])([CH3:24])[CH3:22])=[O:28])=[O:28])([CH3:25])[CH3:24], predict the reaction product. The product is: [CH3:1][C:2]1([CH3:14])[C:10]2[C:5](=[CH:6][C:7]([N+:11]([O-:13])=[O:12])=[CH:8][CH:9]=2)[N:4]([C:27]([O:26][C:23]([CH3:25])([CH3:24])[CH3:22])=[O:28])[CH2:3]1. (5) Given the reactants C([O:3][C:4]1[CH2:13][C:12]2[C:11]([NH2:14])=[CH:10][CH:9]=[CH:8][C:7]=2[CH2:6][CH:5]=1)C.Cl.C(=O)(O)[O-].[Na+], predict the reaction product. The product is: [NH2:14][C:11]1[CH:10]=[CH:9][CH:8]=[C:7]2[C:12]=1[CH2:13][C:4](=[O:3])[CH2:5][CH2:6]2. (6) The product is: [F:1][C:2]1[CH:7]=[CH:6][C:5]([S:8]([N:11]([CH2:22][C:23]2[CH:32]=[CH:31][C:26]([C:27]([O:29][CH3:30])=[O:28])=[CH:25][CH:24]=2)[C@H:12]([C:15]2[CH:16]=[CH:17][CH:18]=[CH:19][CH:20]=2)[CH2:13][CH3:14])(=[O:10])=[O:9])=[CH:4][CH:3]=1. Given the reactants [F:1][C:2]1[CH:7]=[CH:6][C:5]([S:8]([NH:11][C@H:12]([C:15]2[CH:20]=[CH:19][CH:18]=[CH:17][CH:16]=2)[CH2:13][CH3:14])(=[O:10])=[O:9])=[CH:4][CH:3]=1.O[CH2:22][C:23]1[CH:32]=[CH:31][C:26]([C:27]([O:29][CH3:30])=[O:28])=[CH:25][CH:24]=1, predict the reaction product.